Dataset: Forward reaction prediction with 1.9M reactions from USPTO patents (1976-2016). Task: Predict the product of the given reaction. (1) Given the reactants C([NH:4][OH:5])(=O)C.CC(C)([O-])C.[K+].C1COCC1.F[C:18]1[CH:25]=[CH:24][C:23]([C:26]2[CH:27]=[C:28]([N:35]([CH2:42][C:43]3[CH:48]=[CH:47][C:46]([O:49][CH3:50])=[CH:45][CH:44]=3)[C:36]3[CH:41]=[CH:40][CH:39]=[CH:38][CH:37]=3)[C:29]3[N:30]([CH:32]=[CH:33][N:34]=3)[N:31]=2)=[CH:22][C:19]=1[C:20]#[N:21], predict the reaction product. The product is: [CH3:50][O:49][C:46]1[CH:45]=[CH:44][C:43]([CH2:42][N:35]([C:36]2[CH:37]=[CH:38][CH:39]=[CH:40][CH:41]=2)[C:28]2[C:29]3[N:30]([CH:32]=[CH:33][N:34]=3)[N:31]=[C:26]([C:23]3[CH:24]=[CH:25][C:18]4[O:5][N:4]=[C:20]([NH2:21])[C:19]=4[CH:22]=3)[CH:27]=2)=[CH:48][CH:47]=1. (2) Given the reactants [CH:1]([NH:4][C:5]1[O:9][C:8]([C:10]2[CH:11]=[C:12]3[C:16](=[CH:17][CH:18]=2)[N:15](S(C2C=CC(C)=CC=2)(=O)=O)[CH:14]=[C:13]3[C:29]2[N:34]=[C:33]([C:35]([NH:37][CH3:38])=[O:36])[CH:32]=[CH:31][CH:30]=2)=[N:7][N:6]=1)([CH3:3])[CH3:2].[OH-].[Na+], predict the reaction product. The product is: [CH:1]([NH:4][C:5]1[O:9][C:8]([C:10]2[CH:11]=[C:12]3[C:16](=[CH:17][CH:18]=2)[NH:15][CH:14]=[C:13]3[C:29]2[N:34]=[C:33]([C:35]([NH:37][CH3:38])=[O:36])[CH:32]=[CH:31][CH:30]=2)=[N:7][N:6]=1)([CH3:3])[CH3:2]. (3) Given the reactants [O:1]=[C:2]1[C:7]([CH:8]([NH:11]C(=O)C)[CH2:9][CH3:10])=[N:6][N:5]=[C:4]([CH:15]2[CH2:19][CH2:18][CH2:17][O:16]2)[NH:3]1.[OH-].[Na+].C(O)C, predict the reaction product. The product is: [NH2:11][CH:8]([C:7]1[C:2](=[O:1])[NH:3][C:4]([CH:15]2[CH2:19][CH2:18][CH2:17][O:16]2)=[N:5][N:6]=1)[CH2:9][CH3:10]. (4) Given the reactants [Na].[CH2:2]([SH:9])[C:3]1[CH:8]=[CH:7][CH:6]=[CH:5][CH:4]=1.C(OC(=O)[C:14]([CH2:26]OS(C)(=O)=O)([CH2:20]OS(C)(=O)=O)[C:15]([O:17][CH2:18][CH3:19])=[O:16])C, predict the reaction product. The product is: [CH2:18]([O:17][C:15](=[O:16])[CH:14]([CH2:20][S:9][CH2:2][C:3]1[CH:8]=[CH:7][CH:6]=[CH:5][CH:4]=1)[CH2:26][S:9][CH2:2][C:3]1[CH:8]=[CH:7][CH:6]=[CH:5][CH:4]=1)[CH3:19].